This data is from Forward reaction prediction with 1.9M reactions from USPTO patents (1976-2016). The task is: Predict the product of the given reaction. (1) Given the reactants [CH3:1][C:2]([CH3:22])([CH3:21])[C:3]([NH:5][C:6]1[C:15]([C:16]([O:18][CH3:19])=[O:17])=[C:14]2[C:9]([CH2:10][CH:11]([OH:20])[CH2:12][O:13]2)=[CH:8][CH:7]=1)=[O:4], predict the reaction product. The product is: [CH3:1][C:2]([CH3:22])([CH3:21])[C:3]([NH:5][C:6]1[C:15]([C:16]([O:18][CH3:19])=[O:17])=[C:14]2[C:9]([CH2:10][C:11](=[O:20])[CH2:12][O:13]2)=[CH:8][CH:7]=1)=[O:4]. (2) Given the reactants [C:1]([O:6][CH2:7][CH2:8]O)(=[O:5])[C:2]([CH3:4])=[CH2:3].C(N(CC)CC)C.[C:17](Cl)(=[O:26])[CH:18]=[CH:19][C:20]1[CH:25]=[CH:24][CH:23]=[CH:22][CH:21]=1, predict the reaction product. The product is: [C:1]([O:6][CH2:7][CH2:8][C:17](=[O:26])[CH:18]=[CH:19][C:20]1[CH:25]=[CH:24][CH:23]=[CH:22][CH:21]=1)(=[O:5])[C:2]([CH3:4])=[CH2:3]. (3) Given the reactants [CH:1]1([CH2:7][NH:8][C:9](=[O:17])[C:10]2[CH:15]=[CH:14][N:13]=[C:12](Cl)[CH:11]=2)[CH2:6][CH2:5][CH2:4][CH2:3][CH2:2]1.[CH2:18]([OH:25])[C:19]1[CH:24]=[CH:23][CH:22]=[CH:21][CH:20]=1.[H-].[Na+].C(O)(=O)CC(CC(O)=O)(C(O)=O)O, predict the reaction product. The product is: [CH:1]1([CH2:7][NH:8][C:9](=[O:17])[C:10]2[CH:15]=[CH:14][N:13]=[C:12]([O:25][CH2:18][C:19]3[CH:24]=[CH:23][CH:22]=[CH:21][CH:20]=3)[CH:11]=2)[CH2:6][CH2:5][CH2:4][CH2:3][CH2:2]1. (4) Given the reactants [Cl:1][C:2]1[CH:3]=[C:4]([C:8]2[N:13]=[C:12]([CH2:14][CH3:15])[NH:11][C:10](=O)[CH:9]=2)[CH:5]=[CH:6][CH:7]=1.O=P(Cl)(Cl)[Cl:19].C(=O)(O)[O-].[Na+], predict the reaction product. The product is: [Cl:19][C:10]1[CH:9]=[C:8]([C:4]2[CH:5]=[CH:6][CH:7]=[C:2]([Cl:1])[CH:3]=2)[N:13]=[C:12]([CH2:14][CH3:15])[N:11]=1. (5) Given the reactants [C:1]1([S:7]([CH3:9])=[O:8])[CH:6]=[CH:5][CH:4]=[CH:3][CH:2]=1.N1C=CC=CC=1.[Br:16]Br, predict the reaction product. The product is: [C:1]1([S:7]([CH2:9][Br:16])=[O:8])[CH:6]=[CH:5][CH:4]=[CH:3][CH:2]=1. (6) Given the reactants C([Li])(CC)C.[O:6]1[CH2:11][CH2:10][CH2:9][CH2:8][CH:7]1[O:12][C:13]1[CH:30]=[CH:29][C:28]2[C@@H:27]3[C@:18]([CH:38]=[CH2:39])([C@H:19]4[C@@:23]([CH2:25][CH2:26]3)([CH3:24])[C@@H:22]([O:31][CH:32]3[CH2:37][CH2:36][CH2:35][CH2:34][O:33]3)[CH2:21][CH2:20]4)[CH2:17][CH2:16][C:15]=2[CH:14]=1.C1C=CC(S(N(S(C2C=CC=CC=2)(=O)=O)[F:50])(=O)=O)=CC=1, predict the reaction product. The product is: [F:50][C:30]1[C:13]([O:12][CH:7]2[CH2:8][CH2:9][CH2:10][CH2:11][O:6]2)=[CH:14][C:15]2[CH2:16][CH2:17][C@:18]3([CH:38]=[CH2:39])[C@@H:27]([C:28]=2[CH:29]=1)[CH2:26][CH2:25][C@@:23]1([CH3:24])[C@H:19]3[CH2:20][CH2:21][C@@H:22]1[O:31][CH:32]1[CH2:37][CH2:36][CH2:35][CH2:34][O:33]1.